This data is from Full USPTO retrosynthesis dataset with 1.9M reactions from patents (1976-2016). The task is: Predict the reactants needed to synthesize the given product. (1) Given the product [C@@H:1]12[CH2:7][C@@H:4]([CH2:5][CH2:6]1)[CH2:3][C@@H:2]2[NH:8][C:9]1[S:10][C:11]2([CH2:19][CH2:20][O:21][C:16]([CH3:18])([CH3:17])[CH2:15]2)[C:12](=[O:14])[N:13]=1, predict the reactants needed to synthesize it. The reactants are: [C@@H:1]12[CH2:7][C@@H:4]([CH2:5][CH2:6]1)[CH2:3][C@@H:2]2[NH:8][C:9]1[S:10][C:11]([CH2:19][CH2:20][OH:21])([CH2:15][C:16]([CH3:18])=[CH2:17])[C:12](=[O:14])[N:13]=1.OS(O)(=O)=O. (2) Given the product [OH:10][C@H:8]1[CH2:7][N:6]([C:11]([O:13][C:14]([CH3:16])([CH3:17])[CH3:15])=[O:12])[C@@H:5]([C@@H:3]([OH:4])[C@@H:2]([NH:1][C:41](=[O:42])[C:40]2[CH:44]=[C:45]([C:47]3[O:48][CH:49]=[CH:50][N:51]=3)[CH:46]=[C:38]([C:36]([N:32]3[CH2:33][CH2:34][CH2:35][C@@H:31]3[C:28]3[S:29][CH:30]=[C:26]([CH3:25])[N:27]=3)=[O:37])[CH:39]=2)[CH2:18][C:19]2[CH:20]=[CH:21][CH:22]=[CH:23][CH:24]=2)[CH2:9]1, predict the reactants needed to synthesize it. The reactants are: [NH2:1][C@@H:2]([CH2:18][C:19]1[CH:24]=[CH:23][CH:22]=[CH:21][CH:20]=1)[C@@H:3]([C@H:5]1[CH2:9][C@@H:8]([OH:10])[CH2:7][N:6]1[C:11]([O:13][C:14]([CH3:17])([CH3:16])[CH3:15])=[O:12])[OH:4].[CH3:25][C:26]1[N:27]=[C:28]([C@H:31]2[CH2:35][CH2:34][CH2:33][N:32]2[C:36]([C:38]2[CH:39]=[C:40]([CH:44]=[C:45]([C:47]3[O:48][CH:49]=[CH:50][N:51]=3)[CH:46]=2)[C:41](O)=[O:42])=[O:37])[S:29][CH:30]=1.CCN=C=NCCCN(C)C.C1C=CC2N(O)N=NC=2C=1. (3) Given the product [O:32]=[S:29]1(=[O:33])[CH2:30][CH2:31][N:26]([CH2:2][C:3]([NH:5][C:6]2[CH:25]=[CH:24][C:9]3[N:10]=[C:11]([NH:14][C@H:15]4[C:23]5[C:18](=[CH:19][CH:20]=[CH:21][CH:22]=5)[CH2:17][CH2:16]4)[O:12][CH2:13][C:8]=3[CH:7]=2)=[O:4])[CH2:27][CH2:28]1, predict the reactants needed to synthesize it. The reactants are: Cl[CH2:2][C:3]([NH:5][C:6]1[CH:25]=[CH:24][C:9]2[N:10]=[C:11]([NH:14][C@H:15]3[C:23]4[C:18](=[CH:19][CH:20]=[CH:21][CH:22]=4)[CH2:17][CH2:16]3)[O:12][CH2:13][C:8]=2[CH:7]=1)=[O:4].[NH:26]1[CH2:31][CH2:30][S:29](=[O:33])(=[O:32])[CH2:28][CH2:27]1. (4) Given the product [CH3:12][O:13][C:14](=[O:23])[C:15]1[CH:20]=[CH:19][C:18]([CH2:21][NH:1][C:2]2[C:7]([C:8]#[N:9])=[CH:6][N:5]=[C:4]([S:10][CH3:11])[N:3]=2)=[CH:17][CH:16]=1, predict the reactants needed to synthesize it. The reactants are: [NH2:1][C:2]1[C:7]([C:8]#[N:9])=[CH:6][N:5]=[C:4]([S:10][CH3:11])[N:3]=1.[CH3:12][O:13][C:14](=[O:23])[C:15]1[CH:20]=[CH:19][C:18]([CH2:21]Br)=[CH:17][CH:16]=1.C([O-])([O-])=O.[K+].[K+]. (5) Given the product [CH3:12][N:11]1[C:10]2[CH:9]=[CH:8][C:4]([C:5]([OH:7])=[O:6])=[CH:3][C:2]=2[N:1]=[CH:13]1, predict the reactants needed to synthesize it. The reactants are: [NH2:1][C:2]1[CH:3]=[C:4]([CH:8]=[CH:9][C:10]=1[NH:11][CH3:12])[C:5]([OH:7])=[O:6].[CH:13](O)=O. (6) Given the product [CH2:16]([S:18]([C:21]1[C:22]([C:27]([NH:1][C:2]2[CH:7]=[C:6]([S:8]([C:11]([F:14])([F:12])[F:13])(=[O:10])=[O:9])[CH:5]=[CH:4][C:3]=2[OH:15])=[O:28])=[N:23][CH:24]=[CH:25][CH:26]=1)(=[O:19])=[O:20])[CH3:17], predict the reactants needed to synthesize it. The reactants are: [NH2:1][C:2]1[CH:7]=[C:6]([S:8]([C:11]([F:14])([F:13])[F:12])(=[O:10])=[O:9])[CH:5]=[CH:4][C:3]=1[OH:15].[CH2:16]([S:18]([C:21]1[C:22]([C:27](Cl)=[O:28])=[N:23][CH:24]=[CH:25][CH:26]=1)(=[O:20])=[O:19])[CH3:17]. (7) Given the product [CH3:33][N:32]([CH3:34])[C:23]1([C:26]2[CH:27]=[CH:28][CH:29]=[CH:30][CH:31]=2)[CH2:22][CH2:21][C:17]2([CH2:16][NH:15][C:19](=[O:20])[CH2:18]2)[CH2:25][CH2:24]1, predict the reactants needed to synthesize it. The reactants are: FC(F)(F)C(O)=O.C(OC([N:15]1[C:19](=[O:20])[CH2:18][C:17]2([CH2:25][CH2:24][C:23]([N:32]([CH3:34])[CH3:33])([C:26]3[CH:31]=[CH:30][CH:29]=[CH:28][CH:27]=3)[CH2:22][CH2:21]2)[CH2:16]1)=O)(C)(C)C. (8) Given the product [NH2:30][CH2:29][C:27]1([CH2:31][NH:32][C:10]2[C:9]3[C:4](=[CH:5][CH:6]=[C:7]([CH3:13])[CH:8]=3)[N:3]=[C:2]([N:17]3[CH2:18][C:19]4[CH:24]=[CH:23][CH:22]=[CH:21][C:20]=4[S:14][CH2:15][CH2:16]3)[N:11]=2)[CH2:28][O:25][CH2:26]1, predict the reactants needed to synthesize it. The reactants are: Cl[C:2]1[NH:11][C:10](=O)[C:9]2[C:4](=[CH:5][CH:6]=[C:7]([CH3:13])[CH:8]=2)[N:3]=1.[S:14]1[C:20]2[CH:21]=[CH:22][CH:23]=[CH:24][C:19]=2[CH2:18][NH:17][CH2:16][CH2:15]1.[O:25]1[CH2:28][C:27]([CH2:31][NH2:32])([CH2:29][NH2:30])[CH2:26]1.